From a dataset of Catalyst prediction with 721,799 reactions and 888 catalyst types from USPTO. Predict which catalyst facilitates the given reaction. (1) Reactant: [CH2:1]([N:8]1[CH:12]=[C:11]([CH2:13][O:14][C:15]2[CH:20]=[CH:19][C:18]([N+:21]([O-])=O)=[CH:17][CH:16]=2)[N:10]=[N:9]1)[C:2]1[CH:7]=[CH:6][CH:5]=[CH:4][CH:3]=1.Cl. Product: [CH2:1]([N:8]1[CH:12]=[C:11]([CH2:13][O:14][C:15]2[CH:16]=[CH:17][C:18]([NH2:21])=[CH:19][CH:20]=2)[N:10]=[N:9]1)[C:2]1[CH:3]=[CH:4][CH:5]=[CH:6][CH:7]=1. The catalyst class is: 415. (2) Product: [NH2:13][C:10]1[CH:11]=[CH:12][C:7]([C:24]([C:25]2[CH2:26][CH2:27][CH2:28][CH2:29][C:30]=2[C:22]([OH:32])=[O:23])=[O:31])=[CH:8][CH:9]=1. The catalyst class is: 7. Reactant: [Mg].BrCCBr.Br[C:7]1[CH:12]=[CH:11][C:10]([N:13]([Si](C)(C)C)[Si](C)(C)C)=[CH:9][CH:8]=1.[C:22]1(=[O:32])[C:30]2[CH2:29][CH2:28][CH2:27][CH2:26][C:25]=2[C:24](=[O:31])[O:23]1.S(=O)(=O)(O)O.